Dataset: Full USPTO retrosynthesis dataset with 1.9M reactions from patents (1976-2016). Task: Predict the reactants needed to synthesize the given product. Given the product [CH3:21][O:20][C:17]1[CH:18]=[CH:19][C:14]([CH2:13][C:8]2([C:6]([NH:5][C@H:4]([C:3]([OH:2])=[O:30])[CH2:22][C:23]3[CH:28]=[CH:27][C:26]([NH:29][C:34]([C:33]4[CH:37]=[C:38]([N+:41]([O-:43])=[O:42])[CH:39]=[CH:40][C:32]=4[CH3:31])=[O:35])=[CH:25][CH:24]=3)=[O:7])[CH2:12][CH2:11][CH2:10][CH2:9]2)=[CH:15][CH:16]=1, predict the reactants needed to synthesize it. The reactants are: C[O:2][C:3](=[O:30])[C@H:4]([CH2:22][C:23]1[CH:28]=[CH:27][C:26]([NH2:29])=[CH:25][CH:24]=1)[NH:5][C:6]([C:8]1([CH2:13][C:14]2[CH:19]=[CH:18][C:17]([O:20][CH3:21])=[CH:16][CH:15]=2)[CH2:12][CH2:11][CH2:10][CH2:9]1)=[O:7].[CH3:31][C:32]1[CH:40]=[CH:39][C:38]([N+:41]([O-:43])=[O:42])=[CH:37][C:33]=1[C:34](O)=[O:35].